From a dataset of Reaction yield outcomes from USPTO patents with 853,638 reactions. Predict the reaction yield, written as a fraction of the theoretical maximum amount of product (1.0 means a 100% yield; for example, 0.34 means a 34% yield). (1) The reactants are [CH3:1][O:2][C:3](=[O:9])[C:4]([CH3:8])([CH3:7])[CH2:5][OH:6].[O:10]1[CH:15]=[CH:14][CH2:13][CH2:12][CH2:11]1.S(=O)(=O)(O)O. The catalyst is C(Cl)Cl. The product is [CH3:1][O:2][C:3](=[O:9])[C:4]([CH3:8])([CH3:7])[CH2:5][O:6][CH:11]1[CH2:12][CH2:13][CH2:14][CH2:15][O:10]1. The yield is 1.00. (2) The reactants are [Br:1][C:2]1[N:7]=[C:6]([CH:8]=[C:9]([C:24]#[N:25])[C:10]([NH:12][CH:13]([C:17]2[CH:22]=[CH:21][C:20]([OH:23])=[CH:19][CH:18]=2)[CH2:14][CH2:15][CH3:16])=[O:11])[CH:5]=[CH:4][CH:3]=1.CI.[C:28](=O)([O-])[O-].[K+].[K+].[C:34]([O:37][CH2:38][CH3:39])(=O)C. The catalyst is CC(C)=O. The product is [Br:1][C:2]1[N:7]=[C:6](/[CH:8]=[C:9](\[C:24]#[N:25])/[C:10]([NH:12][CH:13]([C:17]2[CH:22]=[CH:21][C:20]([O:23][CH3:28])=[CH:19][CH:18]=2)[CH2:14][CH2:15][CH3:16])=[O:11])[CH:5]=[CH:4][CH:3]=1.[Br:1][C:2]1[N:7]=[C:6](/[CH:8]=[C:9](/[C:24]#[N:25])\[C:10]([NH:12][CH:13]([C:17]2[CH:22]=[CH:39][C:38]([O:37][CH3:34])=[CH:19][CH:18]=2)[CH2:14][CH2:15][CH3:16])=[O:11])[CH:5]=[CH:4][CH:3]=1. The yield is 0.420.